From a dataset of NCI-60 drug combinations with 297,098 pairs across 59 cell lines. Regression. Given two drug SMILES strings and cell line genomic features, predict the synergy score measuring deviation from expected non-interaction effect. (1) Drug 1: CNC(=O)C1=CC=CC=C1SC2=CC3=C(C=C2)C(=NN3)C=CC4=CC=CC=N4. Drug 2: C1CN(P(=O)(OC1)NCCCl)CCCl. Cell line: HL-60(TB). Synergy scores: CSS=16.8, Synergy_ZIP=6.21, Synergy_Bliss=11.1, Synergy_Loewe=-1.16, Synergy_HSA=9.02. (2) Drug 1: CN(C)C1=NC(=NC(=N1)N(C)C)N(C)C. Drug 2: C(CC(=O)O)C(=O)CN.Cl. Cell line: MDA-MB-435. Synergy scores: CSS=3.69, Synergy_ZIP=2.73, Synergy_Bliss=6.43, Synergy_Loewe=0.947, Synergy_HSA=1.59. (3) Drug 1: C1=C(C(=O)NC(=O)N1)N(CCCl)CCCl. Drug 2: C1CN(CCN1C(=O)CCBr)C(=O)CCBr. Cell line: CCRF-CEM. Synergy scores: CSS=76.2, Synergy_ZIP=7.76, Synergy_Bliss=8.38, Synergy_Loewe=4.10, Synergy_HSA=10.5. (4) Drug 1: COC1=NC(=NC2=C1N=CN2C3C(C(C(O3)CO)O)O)N. Drug 2: CC12CCC3C(C1CCC2O)C(CC4=C3C=CC(=C4)O)CCCCCCCCCS(=O)CCCC(C(F)(F)F)(F)F. Cell line: RXF 393. Synergy scores: CSS=7.41, Synergy_ZIP=-5.43, Synergy_Bliss=-2.64, Synergy_Loewe=-7.23, Synergy_HSA=-1.56.